Dataset: Full USPTO retrosynthesis dataset with 1.9M reactions from patents (1976-2016). Task: Predict the reactants needed to synthesize the given product. (1) The reactants are: Br[C:2]1[CH:3]=[C:4]([O:23][C:24]2[CH:29]=[CH:28][CH:27]=[CH:26][CH:25]=2)[C:5]([NH:8][C:9]2[S:10][CH:11]=[C:12]([CH:14]3[CH2:19][CH2:18][N:17]([C:20](=[O:22])[CH3:21])[CH2:16][CH2:15]3)[N:13]=2)=[N:6][CH:7]=1.C1(P(C2C=CC=CC=2)C2C3OC4C(=CC=CC=4P(C4C=CC=CC=4)C4C=CC=CC=4)C(C)(C)C=3C=CC=2)C=CC=CC=1.[SH:72][CH2:73][CH2:74][C:75]([O:77][CH3:78])=[O:76].C(N(C(C)C)C(C)C)C. Given the product [C:20]([N:17]1[CH2:18][CH2:19][CH:14]([C:12]2[N:13]=[C:9]([NH:8][C:5]3[N:6]=[CH:7][C:2]([S:72][CH2:73][CH2:74][C:75]([O:77][CH3:78])=[O:76])=[CH:3][C:4]=3[O:23][C:24]3[CH:29]=[CH:28][CH:27]=[CH:26][CH:25]=3)[S:10][CH:11]=2)[CH2:15][CH2:16]1)(=[O:22])[CH3:21], predict the reactants needed to synthesize it. (2) The reactants are: Cl[C:2]1[CH:11]=[CH:10][C:9]2[C:4](=[CH:5][CH:6]=[C:7]([Cl:22])[C:8]=2[NH:12][C:13](=[O:21])[CH2:14][CH:15]2[CH2:20][CH2:19][CH2:18][CH2:17][CH2:16]2)[N:3]=1.Cl.[NH:24]1[CH2:29][CH2:28][CH2:27][C@@H:26]([OH:30])[CH2:25]1.C(N(CC)CC)C. Given the product [Cl:22][C:7]1[C:8]([NH:12][C:13](=[O:21])[CH2:14][CH:15]2[CH2:20][CH2:19][CH2:18][CH2:17][CH2:16]2)=[C:9]2[C:4](=[CH:5][CH:6]=1)[N:3]=[C:2]([N:24]1[CH2:29][CH2:28][CH2:27][C@@H:26]([OH:30])[CH2:25]1)[CH:11]=[CH:10]2, predict the reactants needed to synthesize it. (3) The reactants are: [Br:1][C:2]1[CH:3]=[C:4]2[C:8](=[CH:9][CH:10]=1)[NH:7][N:6]=[C:5]2[C:11]1[CH:16]=[CH:15][N:14]=[CH:13][CH:12]=1.CCN(CC)CC.[CH3:24][C:25]([O:28][C:29](O[C:29]([O:28][C:25]([CH3:27])([CH3:26])[CH3:24])=[O:30])=[O:30])([CH3:27])[CH3:26]. Given the product [Br:1][C:2]1[CH:3]=[C:4]2[C:8](=[CH:9][CH:10]=1)[N:7]([C:29]([O:28][C:25]([CH3:27])([CH3:26])[CH3:24])=[O:30])[N:6]=[C:5]2[C:11]1[CH:16]=[CH:15][N:14]=[CH:13][CH:12]=1, predict the reactants needed to synthesize it.